Dataset: Forward reaction prediction with 1.9M reactions from USPTO patents (1976-2016). Task: Predict the product of the given reaction. (1) The product is: [Cl:22][CH2:21][CH2:20][CH2:19][C:8]([C:5]1[CH:6]=[CH:7][C:2]([Cl:1])=[CH:3][CH:4]=1)([CH3:12])[C:9]([OH:11])=[O:10]. Given the reactants [Cl:1][C:2]1[CH:7]=[CH:6][C:5]([CH:8]([CH3:12])[C:9]([OH:11])=[O:10])=[CH:4][CH:3]=1.C([Li])CCC.Br[CH2:19][CH2:20][CH2:21][Cl:22], predict the reaction product. (2) The product is: [F:73][C:67]1[CH:68]=[CH:69][CH:70]=[C:71]([F:72])[C:66]=1[C:65]([NH:64][C:60]1[CH:61]=[CH:62][CH:63]=[C:58]([C:50]2[C:49]([C:47]3[CH:46]=[CH:45][N:44]=[C:43]([NH:42][C:38]4[CH:39]=[CH:40][CH:41]=[C:36]([CH2:35][NH:34][CH3:2])[CH:37]=4)[N:48]=3)=[C:53]3[CH:54]=[CH:55][CH:56]=[CH:57][N:52]3[N:51]=2)[CH:59]=1)=[O:74]. Given the reactants Cl[C:2]1N=C(C2C(C3C=C(NC(=O)C4C=C(F)C=CC=4F)C=CC=3)=NN3C=CC=CC=23)C=CN=1.[NH2:34][CH2:35][C:36]1[CH:37]=[C:38]([NH:42][C:43]2[N:48]=[C:47]([C:49]3[C:50]([C:58]4[CH:59]=[C:60]([NH:64][C:65](=[O:74])[C:66]5[C:71]([F:72])=[CH:70][CH:69]=[CH:68][C:67]=5[F:73])[CH:61]=[CH:62][CH:63]=4)=[N:51][N:52]4[CH:57]=[CH:56][CH:55]=[CH:54][C:53]=34)[CH:46]=[CH:45][N:44]=2)[CH:39]=[CH:40][CH:41]=1, predict the reaction product. (3) Given the reactants Br[C:2]1[CH:7]=[CH:6][C:5]([CH:8]2[CH2:12][CH2:11][CH:10]([C:13]3[CH:18]=[CH:17][C:16](Br)=[CH:15][CH:14]=3)[N:9]2[C:20]2[CH:25]=[CH:24][C:23]([C:26]([CH3:29])([CH3:28])[CH3:27])=[CH:22][CH:21]=2)=[CH:4][CH:3]=1.[CH2:30]1[CH2:34]OCC1.[CH3:35][Si:36]([C:39]#[CH:40])([CH3:38])[CH3:37].[Al], predict the reaction product. The product is: [C:26]([C:23]1[CH:22]=[CH:21][C:20]([N:9]2[CH:10]([C:13]3[CH:18]=[CH:17][C:16]([C:40]#[C:39][Si:36]([CH3:38])([CH3:37])[CH3:35])=[CH:15][CH:14]=3)[CH2:11][CH2:12][CH:8]2[C:5]2[CH:6]=[CH:7][C:2]([C:34]#[C:30][Si:36]([CH3:38])([CH3:37])[CH3:35])=[CH:3][CH:4]=2)=[CH:25][CH:24]=1)([CH3:29])([CH3:28])[CH3:27].